From a dataset of Catalyst prediction with 721,799 reactions and 888 catalyst types from USPTO. Predict which catalyst facilitates the given reaction. (1) The catalyst class is: 6. Reactant: CN(C=O)C.[C:6]1([S:12]([N:15]2[C:23]3[C:18](=[CH:19][C:20]([F:24])=[CH:21][CH:22]=3)[CH:17]=[C:16]2[C:25]2[CH:26]=[C:27]([CH:31]([C:33]3[CH:38]=[C:37]([O:39][CH3:40])[C:36]([O:41][CH3:42])=[C:35]([O:43][CH3:44])[CH:34]=3)[OH:32])[CH:28]=[CH:29][CH:30]=2)(=[O:14])=[O:13])[CH:11]=[CH:10][CH:9]=[CH:8][CH:7]=1.C1C=C[NH+]=CC=1.C1C=C[NH+]=CC=1.[O-][Cr](O[Cr]([O-])(=O)=O)(=O)=O. Product: [C:6]1([S:12]([N:15]2[C:23]3[C:18](=[CH:19][C:20]([F:24])=[CH:21][CH:22]=3)[CH:17]=[C:16]2[C:25]2[CH:26]=[C:27]([C:31]([C:33]3[CH:38]=[C:37]([O:39][CH3:40])[C:36]([O:41][CH3:42])=[C:35]([O:43][CH3:44])[CH:34]=3)=[O:32])[CH:28]=[CH:29][CH:30]=2)(=[O:14])=[O:13])[CH:11]=[CH:10][CH:9]=[CH:8][CH:7]=1. (2) Reactant: [Cl:1][C:2]1[CH:3]=[C:4]([S:8]([NH:11][C:12]2[CH:17]=[C:16]([CH3:18])[N:15]=[C:14]3[S:19][C:20]([C:30]#[C:31][CH2:32][N:33]4[CH2:38][CH2:37][O:36][CH2:35][CH2:34]4)=[C:21]([C:22]4[CH:27]=[CH:26][CH:25]=[C:24]([O:28][CH3:29])[CH:23]=4)[C:13]=23)(=[O:10])=[O:9])[CH:5]=[CH:6][CH:7]=1. Product: [Cl:1][C:2]1[CH:3]=[C:4]([S:8]([NH:11][C:12]2[CH:17]=[C:16]([CH3:18])[N:15]=[C:14]3[S:19][C:20]([CH2:30][CH2:31][CH2:32][N:33]4[CH2:34][CH2:35][O:36][CH2:37][CH2:38]4)=[C:21]([C:22]4[CH:27]=[CH:26][CH:25]=[C:24]([O:28][CH3:29])[CH:23]=4)[C:13]=23)(=[O:9])=[O:10])[CH:5]=[CH:6][CH:7]=1. The catalyst class is: 63. (3) Reactant: CN([CH2:4][C:5]1[C:13]2[C:8](=[CH:9][CH:10]=[C:11]([O:14][CH3:15])[CH:12]=2)[NH:7][C:6]=1[C:16]([O:18][CH2:19][CH3:20])=[O:17])C.COS(OC)(=O)=O.[N+:28]([CH2:31][CH2:32][CH2:33][C:34]([O:36][CH3:37])=[O:35])([O-:30])=[O:29].C[O-].[Na+]. Product: [CH3:15][O:14][C:11]1[CH:12]=[C:13]2[C:8](=[CH:9][CH:10]=1)[NH:7][C:6]([C:16]([O:18][CH2:19][CH3:20])=[O:17])=[C:5]2[CH2:4][CH:31]([N+:28]([O-:30])=[O:29])[CH2:32][CH2:33][C:34]([O:36][CH3:37])=[O:35]. The catalyst class is: 24.